Dataset: Reaction yield outcomes from USPTO patents with 853,638 reactions. Task: Predict the reaction yield, written as a fraction of the theoretical maximum amount of product (1.0 means a 100% yield; for example, 0.34 means a 34% yield). The reactants are C([O:3][C:4]([C@:6]1([NH2:30])[C@H:11]([S:12]([CH2:15][C:16]2[CH:21]=[CH:20][C:19]([Cl:22])=[C:18]([Cl:23])[CH:17]=2)(=[O:14])=[O:13])[CH2:10][C@@H:9]2[C@H:7]1[C@@:8]2([F:29])[C:24]([O:26]CC)=[O:25])=[O:5])C.[OH-].[Na+]. The catalyst is S(=O)(=O)(O)O. The product is [NH2:30][C@@:6]1([C:4]([OH:5])=[O:3])[C@H:11]([S:12]([CH2:15][C:16]2[CH:21]=[CH:20][C:19]([Cl:22])=[C:18]([Cl:23])[CH:17]=2)(=[O:14])=[O:13])[CH2:10][C@@H:9]2[C@H:7]1[C@@:8]2([F:29])[C:24]([OH:26])=[O:25]. The yield is 0.100.